From a dataset of Merck oncology drug combination screen with 23,052 pairs across 39 cell lines. Regression. Given two drug SMILES strings and cell line genomic features, predict the synergy score measuring deviation from expected non-interaction effect. (1) Drug 1: Nc1ccn(C2OC(CO)C(O)C2(F)F)c(=O)n1. Drug 2: CC1(c2nc3c(C(N)=O)cccc3[nH]2)CCCN1. Cell line: MSTO. Synergy scores: synergy=1.41. (2) Drug 1: O=C(NOCC(O)CO)c1ccc(F)c(F)c1Nc1ccc(I)cc1F. Drug 2: CCC1(O)C(=O)OCc2c1cc1n(c2=O)Cc2cc3c(CN(C)C)c(O)ccc3nc2-1. Cell line: SKMES1. Synergy scores: synergy=-10.6.